Predict the reactants needed to synthesize the given product. From a dataset of Full USPTO retrosynthesis dataset with 1.9M reactions from patents (1976-2016). Given the product [CH2:13]([C:9]1([CH2:7][OH:6])[CH2:12][CH2:11][CH2:10]1)[CH2:14][CH3:15], predict the reactants needed to synthesize it. The reactants are: [Li+].[BH4-].CO.C[O:6][C:7]([C:9]1([CH2:13][CH2:14][CH3:15])[CH2:12][CH2:11][CH2:10]1)=O.[OH-].[Na+].